From a dataset of Forward reaction prediction with 1.9M reactions from USPTO patents (1976-2016). Predict the product of the given reaction. (1) Given the reactants [CH2:1]=[C:2]1[CH2:7][CH2:6][CH:5]([C:8]([NH2:10])=O)[CH2:4][CH2:3]1.[H-].[Al+3].[Li+].[H-].[H-].[H-].C(N(CC)CC)C.Cl[C:25]([O:27][CH2:28][C:29]1[CH:34]=[CH:33][CH:32]=[CH:31][CH:30]=1)=[O:26], predict the reaction product. The product is: [CH2:1]=[C:2]1[CH2:7][CH2:6][CH:5]([CH2:8][NH:10][C:25](=[O:26])[O:27][CH2:28][C:29]2[CH:34]=[CH:33][CH:32]=[CH:31][CH:30]=2)[CH2:4][CH2:3]1. (2) Given the reactants Br[CH2:2][C:3](=O)[CH:4]([CH3:6])[CH3:5].[NH2:8][C:9]([NH2:11])=[S:10], predict the reaction product. The product is: [CH:4]([C:3]1[N:8]=[C:9]([NH2:11])[S:10][CH:2]=1)([CH3:6])[CH3:5]. (3) The product is: [CH2:18]([S:17][S:16][C:26]1[CH:27]=[CH:28][CH:29]=[C:30]([CH3:33])[C:31]=1[OH:32])[CH3:19]. Given the reactants C(SSCC)C.B(F)(F)F.CCOCC.[S:16]([C:26]1[C:31]([OH:32])=[C:30]([CH3:33])[CH:29]=[CH:28][CH:27]=1)[S:17][C:18]1C(O)=C(C)C=C[CH:19]=1, predict the reaction product. (4) Given the reactants [NH2:1][C:2]1[CH:3]=[N:4][CH:5]=[CH:6][C:7]=1[N:8]1[CH2:13][C@H:12]([CH3:14])[C@@H:11]([O:15][Si:16]([C:19]([CH3:22])([CH3:21])[CH3:20])([CH3:18])[CH3:17])[C@H:10]([NH:23][C:24](=[O:30])[O:25][C:26]([CH3:29])([CH3:28])[CH3:27])[CH2:9]1.[CH2:31]([C:34]1[O:42][C:41]2[C:36](=[N:37][C:38]([C:43]([OH:45])=O)=[CH:39][CH:40]=2)[CH:35]=1)[CH2:32]C.[CH3:46]CN(C(C)C)C(C)C.CN(C(ON1N=NC2C=CC=NC1=2)=[N+](C)C)C.F[P-](F)(F)(F)(F)F, predict the reaction product. The product is: [Si:16]([O:15][C@@H:11]1[C@@H:12]([CH3:14])[CH2:13][N:8]([C:7]2[CH:6]=[CH:5][N:4]=[CH:3][C:2]=2[NH:1][C:43]([C:38]2[N:37]=[C:36]3[CH:35]=[C:34]([CH:31]([CH3:32])[CH3:46])[O:42][C:41]3=[CH:40][CH:39]=2)=[O:45])[CH2:9][C@H:10]1[NH:23][C:24](=[O:30])[O:25][C:26]([CH3:29])([CH3:28])[CH3:27])([C:19]([CH3:22])([CH3:21])[CH3:20])([CH3:18])[CH3:17].